From a dataset of Reaction yield outcomes from USPTO patents with 853,638 reactions. Predict the reaction yield, written as a fraction of the theoretical maximum amount of product (1.0 means a 100% yield; for example, 0.34 means a 34% yield). (1) The reactants are B.O1CCCC1.[CH3:7][O:8][C:9](=[O:27])[CH2:10][CH2:11][CH2:12][CH2:13][CH2:14][CH2:15][CH2:16][C:17](=O)[N:18]([CH3:25])[C:19]1[CH:24]=[CH:23][CH:22]=[CH:21][CH:20]=1.S(=O)(=O)(O)O.C(=O)([O-])[O-].[Na+].[Na+]. The catalyst is O1CCCC1.CO. The product is [CH3:7][O:8][C:9](=[O:27])[CH2:10][CH2:11][CH2:12][CH2:13][CH2:14][CH2:15][CH2:16][CH2:17][N:18]([CH3:25])[C:19]1[CH:20]=[CH:21][CH:22]=[CH:23][CH:24]=1. The yield is 0.310. (2) The reactants are [OH:1][CH:2]([CH2:25][OH:26])[CH2:3][O:4][NH:5][C:6](=[O:24])[C:7]1[CH:12]=[CH:11][C:10]([F:13])=[C:9]([F:14])[C:8]=1[NH:15][C:16]1[CH:21]=[CH:20][C:19](I)=[CH:18][C:17]=1[F:23].C(N(CC)CC)C. The catalyst is O1CCCC1.[Ni]. The product is [OH:1][CH:2]([CH2:25][OH:26])[CH2:3][O:4][NH:5][C:6](=[O:24])[C:7]1[CH:12]=[CH:11][C:10]([F:13])=[C:9]([F:14])[C:8]=1[NH:15][C:16]1[CH:21]=[CH:20][CH:19]=[CH:18][C:17]=1[F:23]. The yield is 0.310. (3) The reactants are [CH3:1][N:2]([CH2:4][C:5]1[CH:22]=[CH:21][C:8]([O:9][CH:10]2[CH2:13][N:12](C(OC(C)(C)C)=O)[CH2:11]2)=[CH:7][C:6]=1[CH3:23])[CH3:3].Cl. The catalyst is CO. The product is [NH:12]1[CH2:11][CH:10]([O:9][C:8]2[CH:21]=[CH:22][C:5]([CH2:4][N:2]([CH3:3])[CH3:1])=[C:6]([CH3:23])[CH:7]=2)[CH2:13]1. The yield is 0.920. (4) The reactants are [CH:1]1[C:13]2[CH:12]([CH2:14][O:15][C:16](=[O:29])[NH:17][CH2:18][CH:19]([OH:28])[CH:20]([OH:27])[CH:21]([OH:26])[CH:22]([OH:25])[CH2:23][OH:24])[C:11]3[C:6](=[CH:7][CH:8]=[CH:9][CH:10]=3)[C:5]=2[CH:4]=[CH:3][CH:2]=1.[CH3:30][O:31][C:32]1[CH:53]=[CH:52][C:35]([C:36](Cl)([C:45]2[CH:50]=[CH:49][CH:48]=[CH:47][CH:46]=2)[C:37]2[CH:42]=[CH:41][C:40]([O:43][CH3:44])=[CH:39][CH:38]=2)=[CH:34][CH:33]=1.CN(C1C=CC=CN=1)C. The catalyst is N1C=CC=CC=1. The product is [CH:1]1[C:13]2[CH:12]([CH2:14][O:15][C:16](=[O:29])[NH:17][CH2:18][CH:19]([OH:28])[CH:20]([OH:27])[CH:21]([OH:26])[CH:22]([OH:25])[CH2:23][O:24][C:36]([C:35]3[CH:52]=[CH:53][C:32]([O:31][CH3:30])=[CH:33][CH:34]=3)([C:37]3[CH:42]=[CH:41][C:40]([O:43][CH3:44])=[CH:39][CH:38]=3)[C:45]3[CH:46]=[CH:47][CH:48]=[CH:49][CH:50]=3)[C:11]3[C:6](=[CH:7][CH:8]=[CH:9][CH:10]=3)[C:5]=2[CH:4]=[CH:3][CH:2]=1. The yield is 0.579.